Dataset: Forward reaction prediction with 1.9M reactions from USPTO patents (1976-2016). Task: Predict the product of the given reaction. (1) Given the reactants C[O:2][C:3]([C:5]1[C:10]([C:11]([O:13]C)=[O:12])=[CH:9][CH:8]=[C:7]([CH:15]2[CH2:17][CH2:16]2)[N:6]=1)=[O:4].[OH-].[K+].Cl.[Cl-].[K+], predict the reaction product. The product is: [CH:15]1([C:7]2[N:6]=[C:5]([C:3]([OH:4])=[O:2])[C:10]([C:11]([OH:13])=[O:12])=[CH:9][CH:8]=2)[CH2:16][CH2:17]1. (2) Given the reactants [CH3:1][O:2][C:3](=[O:24])[CH2:4][C:5]1[CH:6]=[C:7]([C:12]2[CH:17]=[C:16]([O:18][CH3:19])[CH:15]=[CH:14][C:13]=2[CH2:20][NH:21][CH2:22][CH3:23])[CH:8]=[C:9]([Cl:11])[CH:10]=1.[Cl:25][C:26]1[CH:36]=[CH:35][C:29]([O:30][CH2:31][C:32](Cl)=[O:33])=[CH:28][CH:27]=1, predict the reaction product. The product is: [CH3:1][O:2][C:3](=[O:24])[CH2:4][C:5]1[CH:6]=[C:7]([C:12]2[CH:17]=[C:16]([O:18][CH3:19])[CH:15]=[CH:14][C:13]=2[CH2:20][N:21]([C:32](=[O:33])[CH2:31][O:30][C:29]2[CH:35]=[CH:36][C:26]([Cl:25])=[CH:27][CH:28]=2)[CH2:22][CH3:23])[CH:8]=[C:9]([Cl:11])[CH:10]=1. (3) Given the reactants C[O:2][C:3]([C:5]1[N:6]=[C:7]([C@@H:22]2[CH2:26][C:25]([F:28])([F:27])[CH2:24][N:23]2[C:29]([O:31][CH2:32][C:33]2[CH:38]=[CH:37][CH:36]=[CH:35][CH:34]=2)=[O:30])[N:8]([CH3:21])[C:9](=[O:20])[C:10]=1[O:11]C(=O)C1C=CC=CC=1)=O.[F:39][C:40]1[CH:47]=[CH:46][C:43]([CH2:44][NH2:45])=[CH:42][CH:41]=1, predict the reaction product. The product is: [CH2:32]([O:31][C:29]([N:23]1[CH2:24][C:25]([F:28])([F:27])[CH2:26][C@H:22]1[C:7]1[N:8]([CH3:21])[C:9](=[O:20])[C:10]([OH:11])=[C:5]([C:3]([NH:45][CH2:44][C:43]2[CH:46]=[CH:47][C:40]([F:39])=[CH:41][CH:42]=2)=[O:2])[N:6]=1)=[O:30])[C:33]1[CH:38]=[CH:37][CH:36]=[CH:35][CH:34]=1. (4) Given the reactants [CH2:1]([O:3][C:4]([C:6]1[N:7]([C:19]2[CH:24]=[CH:23][C:22]([O:25][CH:26]3[CH2:30][CH2:29][CH2:28][CH2:27]3)=[CH:21][CH:20]=2)[C:8]2[C:13]([C:14]=1[Cl:15])=[CH:12][C:11](B(O)O)=[CH:10][CH:9]=2)=[O:5])[CH3:2].[Cl:31][C:32]1[CH:33]=[CH:34][C:35](OS(C(F)(F)F)(=O)=O)=[N:36][CH:37]=1.[O-]P([O-])([O-])=O.[K+].[K+].[K+].C1(P(C2CCCCC2)C2CCCCC2)CCCCC1, predict the reaction product. The product is: [CH2:1]([O:3][C:4]([C:6]1[N:7]([C:19]2[CH:24]=[CH:23][C:22]([O:25][CH:26]3[CH2:30][CH2:29][CH2:28][CH2:27]3)=[CH:21][CH:20]=2)[C:8]2[C:13]([C:14]=1[Cl:15])=[CH:12][C:11]([C:35]1[CH:34]=[CH:33][C:32]([Cl:31])=[CH:37][N:36]=1)=[CH:10][CH:9]=2)=[O:5])[CH3:2]. (5) Given the reactants [C:1]([O:5][C:6]([N:8]1[CH2:12][CH2:11][C@H:10]([OH:13])[C@H:9]1[C:14](O)=[O:15])=[O:7])([CH3:4])([CH3:3])[CH3:2], predict the reaction product. The product is: [OH:13][C@H:10]1[CH2:11][CH2:12][N:8]([C:6]([O:5][C:1]([CH3:2])([CH3:3])[CH3:4])=[O:7])[C@@H:9]1[CH2:14][OH:15]. (6) Given the reactants [Cl:1][C:2]1[N:7]=[C:6]2[N:8]([CH3:19])[C:9]([C:11]3[CH:12]=[C:13]([CH:17]=O)[CH:14]=[N:15][CH:16]=3)=[CH:10][C:5]2=[CH:4][CH:3]=1.[CH2:20]([S:22]([NH2:25])(=[O:24])=[O:23])[CH3:21].C1(C)C=CC=CC=1.[BH4-].[Na+], predict the reaction product. The product is: [Cl:1][C:2]1[N:7]=[C:6]2[N:8]([CH3:19])[C:9]([C:11]3[CH:12]=[C:13]([CH2:17][NH:25][S:22]([CH2:20][CH3:21])(=[O:24])=[O:23])[CH:14]=[N:15][CH:16]=3)=[CH:10][C:5]2=[CH:4][CH:3]=1. (7) Given the reactants [Cl:1][C:2]1[CH:10]=[CH:9][CH:8]=[C:7]2[C:3]=1[C:4]([C:24](=[O:29])C(F)(F)F)=[CH:5][N:6]2[CH2:11][C@@H:12]1[CH2:16][CH2:15][CH2:14][N:13]1[C:17]([O:19][C:20]([CH3:23])([CH3:22])[CH3:21])=[O:18].[OH-:30].[Na+], predict the reaction product. The product is: [C:20]([O:19][C:17]([N:13]1[CH2:14][CH2:15][CH2:16][C@H:12]1[CH2:11][N:6]1[C:7]2[C:3](=[C:2]([Cl:1])[CH:10]=[CH:9][CH:8]=2)[C:4]([C:24]([OH:30])=[O:29])=[CH:5]1)=[O:18])([CH3:21])([CH3:22])[CH3:23]. (8) Given the reactants BrC1C(N2CCN(C(NC3C=CC=CC=3)=O)CC2)=C2N=C(C3C=CC(N(C)C)=CC=3)NC2=NC=1.[Br:35][C:36]1[C:37]([N:46]2[CH2:51][CH2:50][N:49]([CH2:52][C:53]3[CH:54]=[N:55][CH:56]=[CH:57][CH:58]=3)[CH2:48][CH2:47]2)=[C:38]([N+:43]([O-])=O)[C:39]([NH2:42])=[N:40][CH:41]=1.[O-]S(S([O-])=O)=O.[Na+].[Na+].[O:67]=[S:68]1(=[O:82])[CH2:73][CH2:72][N:71]([C:74]2[CH:81]=[CH:80][C:77]([CH:78]=O)=[CH:76][CH:75]=2)[CH2:70][CH2:69]1, predict the reaction product. The product is: [Br:35][C:36]1[C:37]([N:46]2[CH2:51][CH2:50][N:49]([CH2:52][C:53]3[CH:54]=[N:55][CH:56]=[CH:57][CH:58]=3)[CH2:48][CH2:47]2)=[C:38]2[N:43]=[C:78]([C:77]3[CH:76]=[CH:75][C:74]([N:71]4[CH2:70][CH2:69][S:68](=[O:82])(=[O:67])[CH2:73][CH2:72]4)=[CH:81][CH:80]=3)[NH:42][C:39]2=[N:40][CH:41]=1.